From a dataset of Catalyst prediction with 721,799 reactions and 888 catalyst types from USPTO. Predict which catalyst facilitates the given reaction. Reactant: [CH2:1]([O:8][C:9]1[CH:14]=[CH:13][C:12]([N:15]([CH3:26])[C:16]2[CH:21]=[CH:20][C:19]([CH:22]([CH3:25])[CH2:23][OH:24])=[CH:18][CH:17]=2)=[CH:11][CH:10]=1)[C:2]1[CH:7]=[CH:6][CH:5]=[CH:4][CH:3]=1.[CH3:27][S:28](Cl)(=[O:30])=[O:29]. Product: [CH2:1]([O:8][C:9]1[CH:14]=[CH:13][C:12]([N:15]([CH3:26])[C:16]2[CH:17]=[CH:18][C:19]([CH:22]([CH3:25])[CH2:23][O:24][S:28]([CH3:27])(=[O:30])=[O:29])=[CH:20][CH:21]=2)=[CH:11][CH:10]=1)[C:2]1[CH:3]=[CH:4][CH:5]=[CH:6][CH:7]=1. The catalyst class is: 2.